From a dataset of Catalyst prediction with 721,799 reactions and 888 catalyst types from USPTO. Predict which catalyst facilitates the given reaction. (1) Reactant: [NH2:1][C:2]1[N:7]=[C:6]([CH3:8])[CH:5]=[C:4]([O:9][CH2:10][C:11]2[CH:24]=[CH:23][C:14]([CH2:15][NH:16]C(=O)C(F)(F)F)=[CH:13][CH:12]=2)[N:3]=1.CN. Product: [NH2:16][CH2:15][C:14]1[CH:13]=[CH:12][C:11]([CH2:10][O:9][C:4]2[N:3]=[C:2]([NH2:1])[N:7]=[C:6]([CH3:8])[CH:5]=2)=[CH:24][CH:23]=1. The catalyst class is: 5. (2) Reactant: [CH2:1]([O:3][C:4]([N:6]1[CH2:11][CH2:10][C:9]([C:13]2[CH:18]=[CH:17][C:16]([O:19]CC3C=CC=CC=3)=[CH:15][C:14]=2[O:27]CC2C=CC=CC=2)(O)[CH2:8][CH2:7]1)=[O:5])[CH3:2]. Product: [CH2:1]([O:3][C:4]([N:6]1[CH2:7][CH2:8][CH:9]([C:13]2[CH:18]=[CH:17][C:16]([OH:19])=[CH:15][C:14]=2[OH:27])[CH2:10][CH2:11]1)=[O:5])[CH3:2]. The catalyst class is: 19.